Task: Predict the product of the given reaction.. Dataset: Forward reaction prediction with 1.9M reactions from USPTO patents (1976-2016) (1) Given the reactants [F:1][C:2]1[CH:7]=[C:6]([F:8])[CH:5]=[CH:4][C:3]=1[C:9]1[CH:10]=[C:11]2[C:16](=[CH:17][CH:18]=1)[CH:15]=[C:14]([SH:19])[CH:13]=[CH:12]2.I[C:21]1[CH:28]=[CH:27][CH:26]=[CH:25][C:22]=1[C:23]#[N:24].C(=O)([O-])[O-].[K+].[K+].C(O)CO, predict the reaction product. The product is: [F:1][C:2]1[CH:7]=[C:6]([F:8])[CH:5]=[CH:4][C:3]=1[C:9]1[CH:10]=[C:11]2[C:16](=[CH:17][CH:18]=1)[CH:15]=[C:14]([S:19][C:21]1[CH:28]=[CH:27][CH:26]=[CH:25][C:22]=1[C:23]#[N:24])[CH:13]=[CH:12]2. (2) Given the reactants Br[C:2]1[C:3]2[N:4]([N:23]=[CH:24][N:25]=2)[C:5]([C:16]2[CH:21]=[CH:20][C:19]([CH3:22])=[CH:18][CH:17]=2)=[C:6]([C:8]2[CH:15]=[CH:14][C:11]([C:12]#[N:13])=[CH:10][CH:9]=2)[CH:7]=1.[CH:26]([C:28]1[CH:29]=[C:30](B(O)O)[CH:31]=[CH:32][CH:33]=1)=[O:27].ClCCl.C(=O)([O-])[O-].[K+].[K+], predict the reaction product. The product is: [CH:26]([C:28]1[CH:33]=[C:32]([C:2]2[C:3]3[N:4]([N:23]=[CH:24][N:25]=3)[C:5]([C:16]3[CH:21]=[CH:20][C:19]([CH3:22])=[CH:18][CH:17]=3)=[C:6]([C:8]3[CH:9]=[CH:10][C:11]([C:12]#[N:13])=[CH:14][CH:15]=3)[CH:7]=2)[CH:31]=[CH:30][CH:29]=1)=[O:27]. (3) The product is: [CH3:1][O:2][C:3]1[C:9]([O:10][CH2:11][CH2:12][O:13][CH3:14])=[CH:8][C:6]([N:7]=[CH:19][C:18]([O:22][CH2:23][CH3:24])=[O:21])=[C:5]([N+:15]([O-:17])=[O:16])[CH:4]=1. Given the reactants [CH3:1][O:2][C:3]1[C:9]([O:10][CH2:11][CH2:12][O:13][CH3:14])=[CH:8][C:6]([NH2:7])=[C:5]([N+:15]([O-:17])=[O:16])[CH:4]=1.[C:18]([O:22][CH2:23][CH3:24])(=[O:21])[CH:19]=O, predict the reaction product.